Dataset: HIV replication inhibition screening data with 41,000+ compounds from the AIDS Antiviral Screen. Task: Binary Classification. Given a drug SMILES string, predict its activity (active/inactive) in a high-throughput screening assay against a specified biological target. (1) The compound is ClP(Cl)CCP(CCP(Cl)Cl)c1ccccc1. The result is 0 (inactive). (2) The drug is COc1ccc2ccccc2c1C1=NC(C)(C)CO1. The result is 0 (inactive). (3) The compound is CC(=O)SC1CC(=O)OC1=O. The result is 0 (inactive). (4) The molecule is [N-]=[N+]=NC1CC(n2cc(CO)c(=O)[nH]c2=O)OC1CO. The result is 0 (inactive).